This data is from Full USPTO retrosynthesis dataset with 1.9M reactions from patents (1976-2016). The task is: Predict the reactants needed to synthesize the given product. Given the product [P:7]([OH:11])([OH:10])([OH:9])=[O:8].[C:4]([NH:3][C:1]([NH2:2])=[O:8])(=[NH:6])[NH2:5], predict the reactants needed to synthesize it. The reactants are: [C:1]([N:3]=[C:4]([NH2:6])[NH2:5])#[N:2].[P:7](=[O:11])([OH:10])([OH:9])[OH:8].